From a dataset of NCI-60 drug combinations with 297,098 pairs across 59 cell lines. Regression. Given two drug SMILES strings and cell line genomic features, predict the synergy score measuring deviation from expected non-interaction effect. (1) Drug 1: C1CCC(C1)C(CC#N)N2C=C(C=N2)C3=C4C=CNC4=NC=N3. Drug 2: COC1=C2C(=CC3=C1OC=C3)C=CC(=O)O2. Cell line: PC-3. Synergy scores: CSS=-1.96, Synergy_ZIP=2.62, Synergy_Bliss=2.63, Synergy_Loewe=3.14, Synergy_HSA=0.452. (2) Drug 1: CC(C1=C(C=CC(=C1Cl)F)Cl)OC2=C(N=CC(=C2)C3=CN(N=C3)C4CCNCC4)N. Drug 2: CCN(CC)CCNC(=O)C1=C(NC(=C1C)C=C2C3=C(C=CC(=C3)F)NC2=O)C. Cell line: RPMI-8226. Synergy scores: CSS=-6.59, Synergy_ZIP=3.24, Synergy_Bliss=3.31, Synergy_Loewe=-5.69, Synergy_HSA=-4.58. (3) Drug 1: CS(=O)(=O)C1=CC(=C(C=C1)C(=O)NC2=CC(=C(C=C2)Cl)C3=CC=CC=N3)Cl. Drug 2: C1=C(C(=O)NC(=O)N1)F. Cell line: SF-268. Synergy scores: CSS=27.8, Synergy_ZIP=9.33, Synergy_Bliss=10.9, Synergy_Loewe=6.31, Synergy_HSA=8.65. (4) Drug 1: C1=CC(=C2C(=C1NCCNCCO)C(=O)C3=C(C=CC(=C3C2=O)O)O)NCCNCCO. Drug 2: CC1C(C(CC(O1)OC2CC(OC(C2O)C)OC3=CC4=CC5=C(C(=O)C(C(C5)C(C(=O)C(C(C)O)O)OC)OC6CC(C(C(O6)C)O)OC7CC(C(C(O7)C)O)OC8CC(C(C(O8)C)O)(C)O)C(=C4C(=C3C)O)O)O)O. Cell line: OVCAR-5. Synergy scores: CSS=21.2, Synergy_ZIP=13.8, Synergy_Bliss=15.2, Synergy_Loewe=2.73, Synergy_HSA=15.1. (5) Drug 1: C1=CC(=CC=C1C#N)C(C2=CC=C(C=C2)C#N)N3C=NC=N3. Drug 2: C1=NC2=C(N=C(N=C2N1C3C(C(C(O3)CO)O)F)Cl)N. Cell line: OVCAR3. Synergy scores: CSS=5.37, Synergy_ZIP=0.0989, Synergy_Bliss=-2.43, Synergy_Loewe=-0.475, Synergy_HSA=-1.39. (6) Drug 1: C1C(C(OC1N2C=C(C(=O)NC2=O)F)CO)O. Drug 2: CN(C(=O)NC(C=O)C(C(C(CO)O)O)O)N=O. Cell line: OVCAR-8. Synergy scores: CSS=14.1, Synergy_ZIP=-3.61, Synergy_Bliss=0.0177, Synergy_Loewe=-19.0, Synergy_HSA=0.346.